Dataset: Forward reaction prediction with 1.9M reactions from USPTO patents (1976-2016). Task: Predict the product of the given reaction. Given the reactants [NH2:1][C:2]1[CH:3]=[C:4]([C:8]2[C:17]3[C:12](=[C:13]([C:18]([F:21])([F:20])[F:19])[CH:14]=[CH:15][CH:16]=3)[N:11]=[CH:10][C:9]=2[C:22]([C:24]2[CH:29]=[CH:28][CH:27]=[CH:26][CH:25]=2)=[O:23])[CH:5]=[CH:6][CH:7]=1.[F:30][C:31]1[CH:36]=[CH:35][CH:34]=[CH:33][C:32]=1[CH2:37][C:38](Cl)=[O:39], predict the reaction product. The product is: [C:22]([C:9]1[CH:10]=[N:11][C:12]2[C:17]([C:8]=1[C:4]1[CH:3]=[C:2]([NH:1][C:38](=[O:39])[CH2:37][C:32]3[CH:33]=[CH:34][CH:35]=[CH:36][C:31]=3[F:30])[CH:7]=[CH:6][CH:5]=1)=[CH:16][CH:15]=[CH:14][C:13]=2[C:18]([F:21])([F:19])[F:20])(=[O:23])[C:24]1[CH:25]=[CH:26][CH:27]=[CH:28][CH:29]=1.